Dataset: Full USPTO retrosynthesis dataset with 1.9M reactions from patents (1976-2016). Task: Predict the reactants needed to synthesize the given product. (1) Given the product [O:32]=[C:26]1[CH:25]([N:18]2[C:17](=[O:33])[C:16]3[C:20](=[CH:21][CH:22]=[CH:23][C:15]=3[CH2:14][NH:13][C:38]([NH:37][CH2:34][CH2:35][CH3:36])=[O:39])[C:19]2=[O:24])[CH2:30][CH2:29][C:28](=[O:31])[NH:27]1, predict the reactants needed to synthesize it. The reactants are: N12CCCN=C1CCCCC2.Cl.[NH2:13][CH2:14][C:15]1[CH:23]=[CH:22][CH:21]=[C:20]2[C:16]=1[C:17](=[O:33])[N:18]([CH:25]1[CH2:30][CH2:29][C:28](=[O:31])[NH:27][C:26]1=[O:32])[C:19]2=[O:24].[CH2:34]([N:37]=[C:38]=[O:39])[CH2:35][CH3:36]. (2) Given the product [CH3:1][O:2][C:3](=[O:14])[C:4]1[CH:9]=[CH:8][C:7]([NH:27][CH2:26][C:23]2[CH:22]=[C:21]([C:19]3[S:20][C:16]([Cl:15])=[CH:17][CH:18]=3)[O:25][N:24]=2)=[C:6]([N+:11]([O-:13])=[O:12])[CH:5]=1, predict the reactants needed to synthesize it. The reactants are: [CH3:1][O:2][C:3](=[O:14])[C:4]1[CH:9]=[CH:8][C:7](F)=[C:6]([N+:11]([O-:13])=[O:12])[CH:5]=1.[Cl:15][C:16]1[S:20][C:19]([C:21]2[O:25][N:24]=[C:23]([CH2:26][NH2:27])[CH:22]=2)=[CH:18][CH:17]=1.C(N(CC)CC)C.O. (3) The reactants are: [CH3:1][C:2]1([CH3:16])[C:6]([CH3:8])([CH3:7])[O:5][B:4]([C:9]2[CH:15]=[CH:14][C:12]([NH2:13])=[CH:11][CH:10]=2)[O:3]1.[N:17]([C:20]1[CH:25]=[CH:24][CH:23]=[C:22]([CH3:26])[CH:21]=1)=[C:18]=[O:19]. Given the product [CH3:26][C:22]1[CH:21]=[C:20]([NH:17][C:18]([NH:13][C:12]2[CH:14]=[CH:15][C:9]([B:4]3[O:3][C:2]([CH3:16])([CH3:1])[C:6]([CH3:7])([CH3:8])[O:5]3)=[CH:10][CH:11]=2)=[O:19])[CH:25]=[CH:24][CH:23]=1, predict the reactants needed to synthesize it. (4) Given the product [N:11]1([CH2:10][CH2:9][O:8][C:7]2[CH:17]=[CH:18][C:4]([NH2:1])=[CH:5][CH:6]=2)[CH2:16][CH2:15][O:14][CH2:13][CH2:12]1, predict the reactants needed to synthesize it. The reactants are: [N+:1]([C:4]1[CH:18]=[CH:17][C:7]([O:8][CH2:9][CH2:10][N:11]2[CH2:16][CH2:15][O:14][CH2:13][CH2:12]2)=[CH:6][CH:5]=1)([O-])=O. (5) Given the product [ClH:37].[F:1][C:2]1[CH:3]=[C:4]([S:8]([C:11]2[CH:12]=[N:13][C:14]3[C:19]([CH:20]=2)=[CH:18][CH:17]=[CH:16][C:15]=3[N:29]2[CH2:36][C@@H:35]3[C@@H:31]([CH2:32][NH:33][CH2:34]3)[CH2:30]2)(=[O:10])=[O:9])[CH:5]=[CH:6][CH:7]=1, predict the reactants needed to synthesize it. The reactants are: [F:1][C:2]1[CH:3]=[C:4]([S:8]([C:11]2[CH:12]=[N:13][C:14]3[C:19]([CH:20]=2)=[CH:18][CH:17]=[CH:16][C:15]=3I)(=[O:10])=[O:9])[CH:5]=[CH:6][CH:7]=1.C(OC([N:29]1[CH2:36][C@@H:35]2[C@@H:31]([CH2:32][NH:33][CH2:34]2)[CH2:30]1)=O)(C)(C)C.[ClH:37].